The task is: Predict the reaction yield, written as a fraction of the theoretical maximum amount of product (1.0 means a 100% yield; for example, 0.34 means a 34% yield).. This data is from Reaction yield outcomes from USPTO patents with 853,638 reactions. (1) The reactants are Br[C:2]1[CH:7]=[C:6]([Cl:8])[N:5]=[C:4]([N:9]2[CH2:14][CH2:13][O:12][CH2:11][CH2:10]2)[C:3]=1[F:15].[CH3:16][C:17]1[N:22]=[CH:21][C:20]([NH2:23])=[CH:19][C:18]=1B1OC(C)(C)C(C)(C)O1.C(=O)([O-])[O-].[Na+].[Na+]. The catalyst is COCCOC.C1C=CC([P]([Pd]([P](C2C=CC=CC=2)(C2C=CC=CC=2)C2C=CC=CC=2)([P](C2C=CC=CC=2)(C2C=CC=CC=2)C2C=CC=CC=2)[P](C2C=CC=CC=2)(C2C=CC=CC=2)C2C=CC=CC=2)(C2C=CC=CC=2)C2C=CC=CC=2)=CC=1. The product is [Cl:8][C:6]1[N:5]=[C:4]([N:9]2[CH2:14][CH2:13][O:12][CH2:11][CH2:10]2)[C:3]([F:15])=[C:2]([C:18]2[C:17]([CH3:16])=[N:22][CH:21]=[C:20]([NH2:23])[CH:19]=2)[CH:7]=1. The yield is 0.390. (2) The reactants are [CH3:1][C:2]1[CH:7]=[C:6]([CH3:8])[CH:5]=[CH:4][C:3]=1[CH:9]([C:13]1[CH:18]=[CH:17][CH:16]=[CH:15][CH:14]=1)[C:10]([OH:12])=O.C(Cl)CCl.C1C=CC2N(O)N=NC=2C=1.[NH2:33][CH2:34][C:35]1[CH:40]=[CH:39][C:38]([OH:41])=[CH:37][CH:36]=1. The catalyst is CN(C=O)C.CN(C)C1C=CN=CC=1.O. The product is [CH3:1][C:2]1[CH:7]=[C:6]([CH3:8])[CH:5]=[CH:4][C:3]=1[CH:9]([C:13]1[CH:18]=[CH:17][CH:16]=[CH:15][CH:14]=1)[C:10]([NH:33][CH2:34][C:35]1[CH:40]=[CH:39][C:38]([OH:41])=[CH:37][CH:36]=1)=[O:12]. The yield is 0.181. (3) The reactants are [Cl:1][C:2]1[C:11]2[C:6](=[CH:7][CH:8]=[C:9]([C:12]#[C:13][C:14]3([OH:20])[CH2:19][CH2:18][O:17][CH2:16][CH2:15]3)[CH:10]=2)[N:5]=[CH:4][N:3]=1.[O:21]([C:28]1[CH:34]=[CH:33][C:31]([NH2:32])=[CH:30][CH:29]=1)[C:22]1[CH:27]=[CH:26][CH:25]=[CH:24][CH:23]=1. The catalyst is CC(O)(C)C.ClCCCl.C(Cl)Cl. The product is [ClH:1].[O:21]([C:28]1[CH:29]=[CH:30][C:31]([NH:32][C:2]2[C:11]3[C:6](=[CH:7][CH:8]=[C:9]([C:12]#[C:13][C:14]4([OH:20])[CH2:19][CH2:18][O:17][CH2:16][CH2:15]4)[CH:10]=3)[N:5]=[CH:4][N:3]=2)=[CH:33][CH:34]=1)[C:22]1[CH:27]=[CH:26][CH:25]=[CH:24][CH:23]=1. The yield is 0.730. (4) The reactants are C[N:2]([CH3:22])[CH:3]=[C:4]([C:10](=O)[C:11]1[CH:16]=[CH:15][C:14]([N+:17]([O-:19])=[O:18])=[C:13]([F:20])[CH:12]=1)[C:5]([O:7][CH2:8][CH3:9])=[O:6].NC(C(N)=O)[C:25]([NH2:27])=[O:26]. The catalyst is CC(O)=O. The product is [NH2:27][C:25]([C:22]1[NH:2][CH:3]=[C:4]([C:5]([O:7][CH2:8][CH3:9])=[O:6])[C:10]=1[C:11]1[CH:16]=[CH:15][C:14]([N+:17]([O-:19])=[O:18])=[C:13]([F:20])[CH:12]=1)=[O:26]. The yield is 0.690. (5) The reactants are [NH2:1][C:2]1[CH:7]=[C:6]([O:8][C:9]2[CH:14]=[CH:13][C:12]([NH2:15])=[C:11]([F:16])[CH:10]=2)[N:5]=[CH:4][N:3]=1.C(=O)([O-])O.[Na+].Cl[C:23]([O:25][CH2:26][C:27]1[CH:32]=[CH:31][CH:30]=[CH:29][CH:28]=1)=[O:24]. The catalyst is CC(C)=O.O. The product is [NH2:1][C:2]1[N:3]=[CH:4][N:5]=[C:6]([O:8][C:9]2[CH:14]=[CH:13][C:12]([NH:15][C:23](=[O:24])[O:25][CH2:26][C:27]3[CH:32]=[CH:31][CH:30]=[CH:29][CH:28]=3)=[C:11]([F:16])[CH:10]=2)[CH:7]=1. The yield is 0.440. (6) The reactants are [NH2:1][C:2]1[C:7]([F:8])=[C:6]([C:9]2[CH:14]=[CH:13][C:12]([CH:15]=O)=[CH:11][CH:10]=2)[N:5]=[C:4]([C:17]([O:19][CH3:20])=[O:18])[C:3]=1[O:21][CH3:22].[C:23]([O-])([O-])=O.[K+].[K+].CO.[N+](=C(P(=O)(OC)OC)C(=O)C)=[N-]. The catalyst is CCOCC. The product is [NH2:1][C:2]1[C:7]([F:8])=[C:6]([C:9]2[CH:14]=[CH:13][C:12]([C:15]#[CH:23])=[CH:11][CH:10]=2)[N:5]=[C:4]([C:17]([O:19][CH3:20])=[O:18])[C:3]=1[O:21][CH3:22]. The yield is 0.730. (7) The reactants are [F:1][C:2]1[CH:7]=[CH:6][C:5]([S:8][CH2:9][CH2:10][CH2:11][C:12]([OH:14])=O)=[CH:4][CH:3]=1.[CH3:15][O:16][C:17]1[CH:25]=[CH:24][CH:23]=[C:22]([O:26][CH3:27])[C:18]=1[CH2:19][NH:20][CH3:21]. No catalyst specified. The product is [CH3:27][O:26][C:22]1[CH:23]=[CH:24][CH:25]=[C:17]([O:16][CH3:15])[C:18]=1[CH2:19][N:20]([CH3:21])[C:12](=[O:14])[CH2:11][CH2:10][CH2:9][S:8][C:5]1[CH:4]=[CH:3][C:2]([F:1])=[CH:7][CH:6]=1. The yield is 0.490. (8) The reactants are [NH2:1][CH2:2][C:3]1[N:8]=[C:7]([C:9]2[S:13][C:12]([N:14]3[CH2:19][CH2:18][O:17][CH2:16][CH2:15]3)=[N:11][C:10]=2[C:20]2[C:21]([F:38])=[C:22]([NH:26][S:27]([C:30]3[CH:35]=[C:34]([F:36])[CH:33]=[CH:32][C:31]=3[F:37])(=[O:29])=[O:28])[CH:23]=[CH:24][CH:25]=2)[CH:6]=[CH:5][N:4]=1.C(N(CC)CC)C.[CH:46]1([C:51](Cl)=[O:52])[CH2:50][CH2:49][CH2:48][CH2:47]1. The catalyst is ClCCl. The product is [F:37][C:31]1[CH:32]=[CH:33][C:34]([F:36])=[CH:35][C:30]=1[S:27]([NH:26][C:22]1[C:21]([F:38])=[C:20]([C:10]2[N:11]=[C:12]([N:14]3[CH2:19][CH2:18][O:17][CH2:16][CH2:15]3)[S:13][C:9]=2[C:7]2[CH:6]=[CH:5][N:4]=[C:3]([CH2:2][NH:1][C:51]([CH:46]3[CH2:50][CH2:49][CH2:48][CH2:47]3)=[O:52])[N:8]=2)[CH:25]=[CH:24][CH:23]=1)(=[O:28])=[O:29]. The yield is 0.250. (9) The reactants are [OH:1][CH2:2][CH:3]1[CH2:6][N:5]([C:7]([O:9][C:10]([CH3:13])([CH3:12])[CH3:11])=[O:8])[CH2:4]1.C1(P(C2C=CC=CC=2)C2C=CC=CC=2)C=CC=CC=1.N(C(OCC)=O)=NC(OCC)=O.[CH3:45][N:46]1[CH:50]=[CH:49][C:48]([NH:51][C:52]2[C:61]3[C:56](=[CH:57][CH:58]=[C:59]([O:62][C:63]4[N:68]=[CH:67][C:66](O)=[CH:65][CH:64]=4)[CH:60]=3)[N:55]=[CH:54][N:53]=2)=[N:47]1. The catalyst is C(Cl)(Cl)Cl.O1CCCC1. The product is [CH3:45][N:46]1[CH:50]=[CH:49][C:48]([NH:51][C:52]2[C:61]3[C:56](=[CH:57][CH:58]=[C:59]([O:62][C:63]4[N:68]=[CH:67][C:66]([O:1][CH2:2][CH:3]5[CH2:6][N:5]([C:7]([O:9][C:10]([CH3:13])([CH3:12])[CH3:11])=[O:8])[CH2:4]5)=[CH:65][CH:64]=4)[CH:60]=3)[N:55]=[CH:54][N:53]=2)=[N:47]1. The yield is 0.900.